From a dataset of Full USPTO retrosynthesis dataset with 1.9M reactions from patents (1976-2016). Predict the reactants needed to synthesize the given product. (1) Given the product [Br:13][C:8]1[CH:7]=[C:6]2[C:11]([CH2:12][CH:3]([NH:2][C:16](=[O:17])[O:18][C:19]([CH3:22])([CH3:21])[CH3:20])[C:4](=[O:15])[N:5]2[OH:14])=[CH:10][CH:9]=1, predict the reactants needed to synthesize it. The reactants are: Cl.[NH2:2][CH:3]1[CH2:12][C:11]2[C:6](=[CH:7][C:8]([Br:13])=[CH:9][CH:10]=2)[N:5]([OH:14])[C:4]1=[O:15].[C:16](O[C:16]([O:18][C:19]([CH3:22])([CH3:21])[CH3:20])=[O:17])([O:18][C:19]([CH3:22])([CH3:21])[CH3:20])=[O:17].C(N(CC)CC)C.O. (2) Given the product [Br:18][C:19]1[CH:20]=[CH:21][C:22]([S:25]([C:28](=[CH:8][C:7]2[CH:6]=[C:5]([C:1]([CH3:4])([CH3:3])[CH3:2])[C:12]([OH:13])=[C:11]([C:14]([CH3:17])([CH3:16])[CH3:15])[CH:10]=2)[C:29]#[N:30])(=[O:26])=[O:27])=[CH:23][CH:24]=1, predict the reactants needed to synthesize it. The reactants are: [C:1]([C:5]1[CH:6]=[C:7]([CH:10]=[C:11]([C:14]([CH3:17])([CH3:16])[CH3:15])[C:12]=1[OH:13])[CH:8]=O)([CH3:4])([CH3:3])[CH3:2].[Br:18][C:19]1[CH:24]=[CH:23][C:22]([S:25]([CH2:28][C:29]#[N:30])(=[O:27])=[O:26])=[CH:21][CH:20]=1. (3) Given the product [CH3:15][O:16]/[N:17]=[C:18](/[C:29]1[CH:34]=[CH:33][CH:32]=[CH:31][C:30]=1[CH3:35])\[CH2:19][O:20][C:21]1[CH:28]=[CH:27][C:24]([CH2:25][NH:1][C:2]2[CH:3]=[CH:4][C:5]([C@@H:8]3[CH2:10][C@H:9]3[C:11]([OH:13])=[O:12])=[CH:6][CH:7]=2)=[CH:23][CH:22]=1, predict the reactants needed to synthesize it. The reactants are: [NH2:1][C:2]1[CH:7]=[CH:6][C:5]([C@@H:8]2[CH2:10][C@H:9]2[C:11]([O:13]C)=[O:12])=[CH:4][CH:3]=1.[CH3:15][O:16]/[N:17]=[C:18](/[C:29]1[CH:34]=[CH:33][CH:32]=[CH:31][C:30]=1[CH3:35])\[CH2:19][O:20][C:21]1[CH:28]=[CH:27][C:24]([CH:25]=O)=[CH:23][CH:22]=1. (4) Given the product [F:1][C:2]1[CH:7]=[C:6]([C:8]([CH3:31])([CH3:32])[CH2:9][C:10]([OH:30])([C:26]([F:29])([F:27])[F:28])[C:11]([NH:13][C:14]2[CH:15]=[CH:16][C:17]3[C:22](=[O:23])[O:21][N:20]=[C:19]([CH3:24])[C:18]=3[CH:25]=2)=[O:12])[C:5]2[O:33][CH:37]=[N:34][C:4]=2[CH:3]=1, predict the reactants needed to synthesize it. The reactants are: [F:1][C:2]1[CH:3]=[C:4]([N+:34]([O-])=O)[C:5]([OH:33])=[C:6]([C:8]([CH3:32])([CH3:31])[CH2:9][C:10]([OH:30])([C:26]([F:29])([F:28])[F:27])[C:11]([NH:13][C:14]2[CH:15]=[CH:16][C:17]3[C:22](=[O:23])[O:21][N:20]=[C:19]([CH3:24])[C:18]=3[CH:25]=2)=[O:12])[CH:7]=1.[CH2:37](OC(OCC)OCC)C.C(OCC)(=O)C. (5) Given the product [Cl:1][C:2]1[CH:3]=[CH:4][C:5]2[O:17][CH2:18][N:9]3[C:10]4[CH:11]=[CH:12][CH:13]=[CH:14][C:15]=4[CH:16]=[C:8]3[C:6]=2[N:7]=1, predict the reactants needed to synthesize it. The reactants are: [Cl:1][C:2]1[N:7]=[C:6]([C:8]2[NH:9][C:10]3[C:15]([CH:16]=2)=[CH:14][CH:13]=[CH:12][CH:11]=3)[C:5]([OH:17])=[CH:4][CH:3]=1.[C:18]([O-])([O-])=O.[K+].[K+].ClCI. (6) Given the product [CH2:1]([O:8][CH2:9][CH2:10][CH2:11][O:12][C:13]1[CH:18]=[CH:17][C:16]([CH:19]2[CH:24]([CH2:25][O:26][C:41]([C:35]3[CH:40]=[CH:39][CH:38]=[CH:37][CH:36]=3)([C:49]3[CH:50]=[CH:51][CH:52]=[CH:53][CH:54]=3)[C:43]3[CH:44]=[CH:45][CH:46]=[CH:47][CH:48]=3)[CH2:23][N:22]([C:27]([O:29][C:30]([CH3:31])([CH3:33])[CH3:32])=[O:28])[CH2:21][CH:20]2[OH:34])=[CH:15][CH:14]=1)[C:2]1[CH:7]=[CH:6][CH:5]=[CH:4][CH:3]=1, predict the reactants needed to synthesize it. The reactants are: [CH2:1]([O:8][CH2:9][CH2:10][CH2:11][O:12][C:13]1[CH:18]=[CH:17][C:16]([CH:19]2[CH:24]([CH2:25][OH:26])[CH2:23][N:22]([C:27]([O:29][C:30]([CH3:33])([CH3:32])[CH3:31])=[O:28])[CH2:21][CH:20]2[OH:34])=[CH:15][CH:14]=1)[C:2]1[CH:7]=[CH:6][CH:5]=[CH:4][CH:3]=1.[C:35]1([C:41]([C:49]2[CH:54]=[CH:53][CH:52]=[CH:51][CH:50]=2)([C:43]2[CH:48]=[CH:47][CH:46]=[CH:45][CH:44]=2)Cl)[CH:40]=[CH:39][CH:38]=[CH:37][CH:36]=1. (7) Given the product [C:20]12([NH:19][C:17]([NH:16][C:12]3[CH:13]=[CH:14][CH:15]=[C:10]([CH2:9][CH:8]([NH2:7])[CH3:30])[CH:11]=3)=[O:18])[CH2:27][CH:26]3[CH2:25][CH:24]([CH2:23][CH:22]([CH2:28]3)[CH2:21]1)[CH2:29]2, predict the reactants needed to synthesize it. The reactants are: C(OC(=O)[NH:7][CH:8]([CH3:30])[CH2:9][C:10]1[CH:15]=[CH:14][CH:13]=[C:12]([NH:16][C:17]([NH:19][C:20]23[CH2:29][CH:24]4[CH2:25][CH:26]([CH2:28][CH:22]([CH2:23]4)[CH2:21]2)[CH2:27]3)=[O:18])[CH:11]=1)(C)(C)C.NCCC1C=C(NC(NCC2C=CC(F)=CC=2)=O)C=CC=1.